The task is: Predict the reaction yield, written as a fraction of the theoretical maximum amount of product (1.0 means a 100% yield; for example, 0.34 means a 34% yield).. This data is from Reaction yield outcomes from USPTO patents with 853,638 reactions. The reactants are [O:1]([C:5]1[CH:13]=[CH:12][C:8]([C:9](O)=[O:10])=[CH:7][CH:6]=1)C(C)C.[I:14]C(C)C.CCN(C(C)C)C(C)C.CN([CH:30]=[O:31])C. No catalyst specified. The product is [OH:1][C:5]1[CH:13]=[CH:12][C:8]([C:9]([O:31][CH3:30])=[O:10])=[CH:7][C:6]=1[I:14]. The yield is 0.200.